Dataset: Full USPTO retrosynthesis dataset with 1.9M reactions from patents (1976-2016). Task: Predict the reactants needed to synthesize the given product. (1) Given the product [C@@H:1]([NH:5][C:6]1[C:7]([O:20][S:28]([C:31]([F:34])([F:33])[F:32])(=[O:29])=[O:27])=[N:8][C:9]2[C:14]([N:15]=1)=[CH:13][C:12]([C:16]([O:18][CH3:19])=[O:17])=[CH:11][CH:10]=2)([CH2:3][CH3:4])[CH3:2], predict the reactants needed to synthesize it. The reactants are: [C@@H:1]([NH:5][C:6]1[C:7](=[O:20])[NH:8][C:9]2[C:14]([N:15]=1)=[CH:13][C:12]([C:16]([O:18][CH3:19])=[O:17])=[CH:11][CH:10]=2)([CH2:3][CH3:4])[CH3:2].N1C=CC=CC=1.[O:27](S(C(F)(F)F)(=O)=O)[S:28]([C:31]([F:34])([F:33])[F:32])(=O)=[O:29]. (2) Given the product [Cl:14][C:12]1[C:13]2[N:8]([C:7]([CH:15]3[CH2:16][CH2:17][CH2:18]3)=[CH:6][C:5]=2[C:3]([NH:20][CH2:21][C:22]2([OH:32])[CH2:27][CH2:26][CH2:25][CH:24]([C:28]([F:30])([F:31])[F:29])[CH2:23]2)=[O:4])[CH:9]=[CH:10][CH:11]=1, predict the reactants needed to synthesize it. The reactants are: CO[C:3]([C:5]1[CH:6]=[C:7]([CH:15]2[CH2:18][CH2:17][CH2:16]2)[N:8]2[C:13]=1[C:12]([Cl:14])=[CH:11][CH:10]=[CH:9]2)=[O:4].Cl.[NH2:20][CH2:21][C:22]1([OH:32])[CH2:27][CH2:26][CH2:25][CH:24]([C:28]([F:31])([F:30])[F:29])[CH2:23]1.C(N(C(C)C)C(C)C)C.N12CCN(CC1)CC2.C[Al](C)C. (3) Given the product [S:1]1[CH:5]=[CH:4][CH:3]=[C:2]1[CH2:6][NH:7][C:12]1[C:11]2[N:15]=[CH:16][N:17]([C:10]=2[N:9]=[CH:8][N:13]=1)[C@@H:18]1[O:22][C@H:21]([CH2:23][OH:24])[C@@H:20]([OH:25])[C@H:19]1[OH:26], predict the reactants needed to synthesize it. The reactants are: [S:1]1[CH:5]=[CH:4][CH:3]=[C:2]1[CH2:6][NH2:7].[CH:8]1[N:13]=[C:12](Cl)[C:11]2[N:15]=[CH:16][N:17]([C@@H:18]3[O:22][C@H:21]([CH2:23][OH:24])[C@@H:20]([OH:25])[C@H:19]3[OH:26])[C:10]=2[N:9]=1.C(N(CC)CC)C.